Dataset: NCI-60 drug combinations with 297,098 pairs across 59 cell lines. Task: Regression. Given two drug SMILES strings and cell line genomic features, predict the synergy score measuring deviation from expected non-interaction effect. Drug 1: CC12CCC(CC1=CCC3C2CCC4(C3CC=C4C5=CN=CC=C5)C)O. Drug 2: CC(C1=C(C=CC(=C1Cl)F)Cl)OC2=C(N=CC(=C2)C3=CN(N=C3)C4CCNCC4)N. Cell line: 786-0. Synergy scores: CSS=9.53, Synergy_ZIP=0.385, Synergy_Bliss=3.80, Synergy_Loewe=0.984, Synergy_HSA=3.19.